The task is: Predict the reactants needed to synthesize the given product.. This data is from Full USPTO retrosynthesis dataset with 1.9M reactions from patents (1976-2016). (1) Given the product [CH3:1][O:2][C:3](=[O:14])[CH2:4][O:5][C:6]1[CH:11]=[CH:10][C:9]([F:12])=[C:8]2[C:7]=1[C:18](=[O:17])[C:19]([CH2:23][C:24]1[CH:25]=[CH:26][C:27]([Cl:30])=[CH:28][CH:29]=1)=[C:20]([CH3:21])[NH:13]2, predict the reactants needed to synthesize it. The reactants are: [CH3:1][O:2][C:3](=[O:14])[CH2:4][O:5][C:6]1[CH:11]=[CH:10][C:9]([F:12])=[C:8]([NH2:13])[CH:7]=1.C([O:17][C:18](=O)[CH:19]([CH2:23][C:24]1[CH:29]=[CH:28][C:27]([Cl:30])=[CH:26][CH:25]=1)[C:20](=O)[CH3:21])C. (2) Given the product [Br:16][C:17]1[CH:18]=[N:19][C:20](=[O:23])[N:21]([CH:7]([CH3:9])[CH3:8])[CH:22]=1, predict the reactants needed to synthesize it. The reactants are: C(=O)([O-])[O-].[K+].[K+].[CH:7](I)([CH3:9])[CH3:8].CS(C)=O.Br.[Br:16][C:17]1[CH:18]=[N:19][C:20]([OH:23])=[N:21][CH:22]=1.